Dataset: Full USPTO retrosynthesis dataset with 1.9M reactions from patents (1976-2016). Task: Predict the reactants needed to synthesize the given product. Given the product [CH3:24][O:23][C:21]1[CH:20]=[C:18]([NH:19][CH2:9][C:8]2[C:3]([NH:2][CH3:1])=[C:4]3[S:13][CH:12]=[CH:11][C:5]3=[N:6][CH:7]=2)[CH:17]=[C:16]([O:15][CH3:14])[CH:22]=1, predict the reactants needed to synthesize it. The reactants are: [CH3:1][NH:2][C:3]1[C:8]([CH:9]=O)=[CH:7][N:6]=[C:5]2[CH:11]=[CH:12][S:13][C:4]=12.[CH3:14][O:15][C:16]1[CH:17]=[C:18]([CH:20]=[C:21]([O:23][CH3:24])[CH:22]=1)[NH2:19].C(O)(=O)C.C([BH3-])#N.[Na+].